This data is from NCI-60 drug combinations with 297,098 pairs across 59 cell lines. The task is: Regression. Given two drug SMILES strings and cell line genomic features, predict the synergy score measuring deviation from expected non-interaction effect. (1) Cell line: A498. Drug 2: CCN(CC)CCCC(C)NC1=C2C=C(C=CC2=NC3=C1C=CC(=C3)Cl)OC. Drug 1: CC1=CC2C(CCC3(C2CCC3(C(=O)C)OC(=O)C)C)C4(C1=CC(=O)CC4)C. Synergy scores: CSS=13.9, Synergy_ZIP=-5.21, Synergy_Bliss=1.97, Synergy_Loewe=2.96, Synergy_HSA=3.16. (2) Drug 1: CCC1=CC2CC(C3=C(CN(C2)C1)C4=CC=CC=C4N3)(C5=C(C=C6C(=C5)C78CCN9C7C(C=CC9)(C(C(C8N6C)(C(=O)OC)O)OC(=O)C)CC)OC)C(=O)OC.C(C(C(=O)O)O)(C(=O)O)O. Drug 2: C1=NNC2=C1C(=O)NC=N2. Cell line: MOLT-4. Synergy scores: CSS=71.4, Synergy_ZIP=-5.26, Synergy_Bliss=-0.747, Synergy_Loewe=-9.19, Synergy_HSA=0.721. (3) Drug 1: CC1=C(C=C(C=C1)NC2=NC=CC(=N2)N(C)C3=CC4=NN(C(=C4C=C3)C)C)S(=O)(=O)N.Cl. Drug 2: COC1=C2C(=CC3=C1OC=C3)C=CC(=O)O2. Cell line: OVCAR-4. Synergy scores: CSS=-0.746, Synergy_ZIP=-0.991, Synergy_Bliss=-2.97, Synergy_Loewe=-2.80, Synergy_HSA=-2.62.